Dataset: Forward reaction prediction with 1.9M reactions from USPTO patents (1976-2016). Task: Predict the product of the given reaction. (1) Given the reactants S(=O)(=O)(O)O.[CH2:6]([O:8][C:9]1[CH:10]=[C:11]([CH:15]=[C:16]([I:19])[C:17]=1[OH:18])[C:12]([OH:14])=[O:13])[CH3:7].[C:20](=O)([O-])O.[Na+].C(OCC)(=O)C, predict the reaction product. The product is: [CH2:6]([O:8][C:9]1[CH:10]=[C:11]([CH:15]=[C:16]([I:19])[C:17]=1[OH:18])[C:12]([O:14][CH3:20])=[O:13])[CH3:7]. (2) The product is: [CH3:14][N:12]([CH3:13])[C:4]1[N:3]=[C:2]([NH:15][C:16]2[CH:17]=[CH:18][C:19]([CH3:23])=[C:20]([OH:22])[CH:21]=2)[C:7]2=[CH:8][CH:9]=[CH:10][N:6]2[N:5]=1. Given the reactants Cl[C:2]1[C:7]2=[CH:8][CH:9]=[CH:10][N:6]2[NH:5][C:4]([N:12]([CH3:14])[CH3:13])(N)[N:3]=1.[NH2:15][C:16]1[CH:21]=[C:20]([OH:22])[C:19]([CH3:23])=[CH:18][CH:17]=1, predict the reaction product. (3) Given the reactants [Cl:1][C:2]1[CH:11]=[CH:10][CH:9]=[C:8]2[C:3]=1[CH2:4][CH2:5][CH2:6][CH:7]2[N:12]1[C:17](=[O:18])[C:16]([C:19]([O:21]C)=[O:20])=[CH:15][N:14]([C:23]2[CH:34]=[CH:33][C:26]3[N:27]([CH3:32])[C:28](=[O:31])[N:29]([CH3:30])[C:25]=3[CH:24]=2)[C:13]1=[O:35].Cl, predict the reaction product. The product is: [Cl:1][C:2]1[CH:11]=[CH:10][CH:9]=[C:8]2[C:3]=1[CH2:4][CH2:5][CH2:6][CH:7]2[N:12]1[C:17](=[O:18])[C:16]([C:19]([OH:21])=[O:20])=[CH:15][N:14]([C:23]2[CH:34]=[CH:33][C:26]3[N:27]([CH3:32])[C:28](=[O:31])[N:29]([CH3:30])[C:25]=3[CH:24]=2)[C:13]1=[O:35]. (4) Given the reactants [Br:1][C:2]1[CH:7]=[CH:6][C:5]([SH:8])=[CH:4][CH:3]=1.[CH3:9][C:10]([CH3:13])([O-])C.[K+].C1(Br)CC1.O, predict the reaction product. The product is: [Br:1][C:2]1[CH:7]=[CH:6][C:5]([S:8][CH:13]2[CH2:10][CH2:9]2)=[CH:4][CH:3]=1. (5) Given the reactants [F:1][C:2]([F:7])([F:6])[C:3]([OH:5])=[O:4].[CH:8]1([C:14]2[N:15]=[C:16]([C:19]3[CH:24]=[CH:23][CH:22]=[CH:21][C:20]=3[NH:25][C:26]([O:28][CH2:29][CH:30]3[CH2:35][CH2:34][N:33](C(OC(C)(C)C)=O)[CH2:32][CH2:31]3)=[O:27])[S:17][CH:18]=2)[CH2:13][CH2:12][CH2:11][CH2:10][CH2:9]1, predict the reaction product. The product is: [F:1][C:2]([F:7])([F:6])[C:3]([OH:5])=[O:4].[CH:8]1([C:14]2[N:15]=[C:16]([C:19]3[CH:24]=[CH:23][CH:22]=[CH:21][C:20]=3[NH:25][C:26](=[O:27])[O:28][CH2:29][CH:30]3[CH2:31][CH2:32][NH:33][CH2:34][CH2:35]3)[S:17][CH:18]=2)[CH2:9][CH2:10][CH2:11][CH2:12][CH2:13]1. (6) Given the reactants [C:1]([O:5][C:6](=[O:22])[CH2:7][N:8]1[C:16]2[CH2:15][CH2:14][CH2:13][CH2:12][C:11]=2[C:10]([C:17]([O:19]CC)=O)=[N:9]1)([CH3:4])([CH3:3])[CH3:2].[CH3:23][CH:24]1OCCC1, predict the reaction product. The product is: [OH:19][C:17]1([C:10]2[C:11]3[CH2:12][CH2:13][CH2:14][CH2:15][C:16]=3[N:8]([CH2:7][C:6]([O:5][C:1]([CH3:2])([CH3:3])[CH3:4])=[O:22])[N:9]=2)[CH2:24][CH2:23]1. (7) Given the reactants [F:1][C:2]([F:13])([F:12])[O:3][C:4]1[CH:11]=[CH:10][C:7]([CH:8]=O)=[CH:6][CH:5]=1.C(O)(=O)[CH2:15][C:16]([OH:18])=[O:17], predict the reaction product. The product is: [F:1][C:2]([F:13])([F:12])[O:3][C:4]1[CH:11]=[CH:10][C:7]([CH:8]=[CH:15][C:16]([OH:18])=[O:17])=[CH:6][CH:5]=1.